This data is from Forward reaction prediction with 1.9M reactions from USPTO patents (1976-2016). The task is: Predict the product of the given reaction. (1) Given the reactants [CH:1]1[C:10]2[C:5](=[CH:6][CH:7]=[CH:8][CH:9]=2)[CH:4]=[CH:3][C:2]=1[C:11]([OH:13])=O.CN(C)C=O.S(Cl)(Cl)=O.[NH2:23][C:24]1[CH:25]=[C:26]([CH:29]=[CH:30][CH:31]=1)[C:27]#[N:28], predict the reaction product. The product is: [C:27]([C:26]1[CH:25]=[C:24]([NH:23][C:11]([C:2]2[CH:3]=[CH:4][C:5]3[C:10](=[CH:9][CH:8]=[CH:7][CH:6]=3)[CH:1]=2)=[O:13])[CH:31]=[CH:30][CH:29]=1)#[N:28]. (2) Given the reactants [OH:1][CH2:2][C@H:3]1[CH2:8][CH2:7][C@H:6]([NH:9][C:10](=[O:16])[O:11][C:12]([CH3:15])([CH3:14])[CH3:13])[CH2:5][CH2:4]1.C(Cl)Cl.[CH3:20][S:21](Cl)(=[O:23])=[O:22], predict the reaction product. The product is: [CH3:20][S:21]([O:1][CH2:2][C@H:3]1[CH2:4][CH2:5][C@H:6]([NH:9][C:10]([O:11][C:12]([CH3:13])([CH3:15])[CH3:14])=[O:16])[CH2:7][CH2:8]1)(=[O:23])=[O:22]. (3) Given the reactants FC(F)(F)C(O)=O.[C:8]([C:10]1[CH:11]=[CH:12][C:13]([C:16]([NH:18][C:19]2[CH:20]=[CH:21][C:22]([F:44])=[C:23]([C@:25]34[CH2:33][C@H:32]([O:34][CH3:35])[CH2:31][C@H:30]3[CH2:29][S:28][C:27]([NH:36]C(=O)OC(C)(C)C)=[N:26]4)[CH:24]=2)=[O:17])=[N:14][CH:15]=1)#[N:9].C(=O)(O)[O-].[Na+], predict the reaction product. The product is: [NH2:36][C:27]1[S:28][CH2:29][C@@H:30]2[CH2:31][C@@H:32]([O:34][CH3:35])[CH2:33][C@:25]2([C:23]2[CH:24]=[C:19]([NH:18][C:16]([C:13]3[CH:12]=[CH:11][C:10]([C:8]#[N:9])=[CH:15][N:14]=3)=[O:17])[CH:20]=[CH:21][C:22]=2[F:44])[N:26]=1. (4) Given the reactants [N+:1]([C:4]1[CH:5]=[N:6][C:7]2[C:12]([C:13]=1O)=[CH:11][CH:10]=[CH:9][CH:8]=2)([O-:3])=[O:2].[C:15]([O:19][C:20](=[O:27])[NH:21][CH2:22][CH2:23][CH2:24][CH2:25][NH2:26])([CH3:18])([CH3:17])[CH3:16], predict the reaction product. The product is: [N+:1]([C:4]1[CH:5]=[N:6][C:7]2[C:12]([C:13]=1[NH:26][CH2:25][CH2:24][CH2:23][CH2:22][NH:21][C:20](=[O:27])[O:19][C:15]([CH3:17])([CH3:16])[CH3:18])=[CH:11][CH:10]=[CH:9][CH:8]=2)([O-:3])=[O:2].